The task is: Predict the product of the given reaction.. This data is from Forward reaction prediction with 1.9M reactions from USPTO patents (1976-2016). (1) Given the reactants [CH2:1]([N:8]1[C:12]([OH:13])=[C:11]([C:14]([O-:16])=[O:15])[N:10]=[N:9]1)[C:2]1[CH:7]=[CH:6][CH:5]=[CH:4][CH:3]=1.[OH-].[Na+].Cl, predict the reaction product. The product is: [CH2:1]([N:8]1[C:12]([OH:13])=[C:11]([C:14]([OH:16])=[O:15])[N:10]=[N:9]1)[C:2]1[CH:7]=[CH:6][CH:5]=[CH:4][CH:3]=1. (2) Given the reactants [CH3:1]/[C:2](/[CH2:7][CH2:8][CH3:9])=[CH:3]\[C:4]([OH:6])=O.ClC(OCC)=O.C(N(CC)CC)C.[CH:23]([NH:26][CH:27]([CH3:29])[CH3:28])([CH3:25])[CH3:24].Cl, predict the reaction product. The product is: [CH:23]([N:26]([CH:27]([CH3:29])[CH3:28])[C:4](=[O:6])/[CH:3]=[C:2](\[CH3:1])/[CH2:7][CH2:8][CH3:9])([CH3:25])[CH3:24]. (3) Given the reactants C([SiH]([CH2:6][CH3:7])CC)C.C(O[C:16]1[CH:21]=[CH:20][CH:19]=[CH:18][C:17]=1[CH:22]([C:24]1[CH:29]=[CH:28][C:27]([CH:30]2[CH2:32][CH2:31]2)=[CH:26][CH:25]=1)O)C1C=CC=CC=1.[OH2:33], predict the reaction product. The product is: [CH2:22]([O:33][C:7]1([C:16]2[CH:21]=[CH:20][CH:19]=[CH:18][C:17]=2[CH2:22][C:24]2[CH:25]=[CH:26][C:27]([CH:30]3[CH2:31][CH2:32]3)=[CH:28][CH:29]=2)[CH:6]=[CH:29][CH:24]=[CH:25][CH2:26]1)[C:17]1[CH:16]=[CH:21][CH:20]=[CH:19][CH:18]=1. (4) Given the reactants [F:1][C:2]([F:11])([F:10])[C:3]1[CH:8]=[CH:7][CH:6]=[CH:5][C:4]=1[OH:9].[C:12](O)([CH3:15])([CH3:14])[CH3:13].O, predict the reaction product. The product is: [C:12]([C:7]1[CH:6]=[CH:5][C:4]([OH:9])=[C:3]([C:2]([F:10])([F:11])[F:1])[CH:8]=1)([CH3:15])([CH3:14])[CH3:13]. (5) Given the reactants [Cl:1][C:2]1[S:6][C:5]([C:7](=[O:25])[CH:8]([CH2:14][C:15]2[CH:20]=[CH:19][C:18]([C:21]([F:24])([F:23])[F:22])=[CH:17][CH:16]=2)[C:9]([O:11][CH2:12][CH3:13])=[O:10])=[CH:4][CH:3]=1.Cl, predict the reaction product. The product is: [Cl:1][C:2]1[S:6][C:5]([CH:7]([OH:25])[CH:8]([CH2:14][C:15]2[CH:16]=[CH:17][C:18]([C:21]([F:22])([F:23])[F:24])=[CH:19][CH:20]=2)[C:9]([O:11][CH2:12][CH3:13])=[O:10])=[CH:4][CH:3]=1. (6) Given the reactants [Br:1][C:2]1[CH:7]=[C:6]([CH2:8][CH3:9])[CH:5]=[CH:4][C:3]=1[NH2:10].[CH2:11](O)[CH:12](O)[CH2:13]O.[Na+].[N+](C1C=C(S([O-])(=O)=O)C=CC=1)([O-])=O.[OH-].[Na+], predict the reaction product. The product is: [Br:1][C:2]1[CH:7]=[C:6]([CH2:8][CH3:9])[CH:5]=[C:4]2[C:3]=1[N:10]=[CH:13][CH:12]=[CH:11]2. (7) Given the reactants [OH:1][C:2]1[C:7]([CH2:8][CH2:9][O:10][C:11]2[CH:16]=[CH:15][C:14]([CH2:17][C:18]([OH:20])=O)=[CH:13][CH:12]=2)=[C:6]([OH:21])[N:5]=[CH:4][N:3]=1.Cl.[Cl:23][C:24]1[CH:29]=[CH:28][C:27]([CH:30]([C:32]2[CH:37]=[CH:36][CH:35]=[CH:34][CH:33]=2)[NH2:31])=[C:26]([CH3:38])[CH:25]=1, predict the reaction product. The product is: [Cl:23][C:24]1[CH:29]=[CH:28][C:27]([CH:30]([C:32]2[CH:33]=[CH:34][CH:35]=[CH:36][CH:37]=2)[NH:31][C:18](=[O:20])[CH2:17][C:14]2[CH:13]=[CH:12][C:11]([O:10][CH2:9][CH2:8][C:7]3[C:2]([OH:1])=[N:3][CH:4]=[N:5][C:6]=3[OH:21])=[CH:16][CH:15]=2)=[C:26]([CH3:38])[CH:25]=1. (8) Given the reactants [Cl:1][C:2]1[C:7]([Cl:8])=[C:6]([C:9](N)=[O:10])[C:5]([Cl:12])=[C:4]([Cl:13])[C:3]=1[C:14](N)=[O:15].[OH2:17].S(=O)(=O)(O)[OH:19], predict the reaction product. The product is: [Cl:1][C:2]1[C:7]([Cl:8])=[C:6]([C:9]([OH:10])=[O:17])[C:5]([Cl:12])=[C:4]([Cl:13])[C:3]=1[C:14]([OH:15])=[O:19]. (9) Given the reactants [Cl:1][C:2]1[N:10]=[C:9]2[C:5]([N:6]=[CH:7][N:8]2[C@@H:11]2[CH2:15][CH2:14][O:13][CH2:12]2)=[C:4](Cl)[N:3]=1.[NH2:17][CH2:18][CH2:19][C:20]1[CH:25]=[CH:24][C:23]([OH:26])=[CH:22][CH:21]=1, predict the reaction product. The product is: [Cl:1][C:2]1[N:10]=[C:9]2[C:5]([N:6]=[CH:7][N:8]2[C@@H:11]2[CH2:15][CH2:14][O:13][CH2:12]2)=[C:4]([NH:17][CH2:18][CH2:19][C:20]2[CH:25]=[CH:24][C:23]([OH:26])=[CH:22][CH:21]=2)[N:3]=1. (10) Given the reactants [CH:1]1([CH2:4][O:5][C:6]2[C:31]([O:32][CH3:33])=[CH:30][C:9]3[C:10]4[N:15]([CH:16]([C:18]([CH3:23])([CH3:22])[CH2:19][O:20][CH3:21])[CH2:17][C:8]=3[CH:7]=2)[CH:14]=[C:13]([C:24]([O:26]CC)=[O:25])[C:12](=[O:29])[CH:11]=4)[CH2:3][CH2:2]1.[Li+].[OH-].Cl, predict the reaction product. The product is: [CH:1]1([CH2:4][O:5][C:6]2[C:31]([O:32][CH3:33])=[CH:30][C:9]3[C:10]4[N:15]([CH:16]([C:18]([CH3:22])([CH3:23])[CH2:19][O:20][CH3:21])[CH2:17][C:8]=3[CH:7]=2)[CH:14]=[C:13]([C:24]([OH:26])=[O:25])[C:12](=[O:29])[CH:11]=4)[CH2:3][CH2:2]1.